This data is from Peptide-MHC class II binding affinity with 134,281 pairs from IEDB. The task is: Regression. Given a peptide amino acid sequence and an MHC pseudo amino acid sequence, predict their binding affinity value. This is MHC class II binding data. The peptide sequence is PSPSMGRDIKVQFQS. The MHC is HLA-DPA10201-DPB10101 with pseudo-sequence HLA-DPA10201-DPB10101. The binding affinity (normalized) is 0.248.